Dataset: Forward reaction prediction with 1.9M reactions from USPTO patents (1976-2016). Task: Predict the product of the given reaction. Given the reactants ClC(OCC1C=CC=CC=1)=O.[OH-].[Na+].[CH2:14]([O:21][C:22]([N:24]1[CH2:29][CH2:28][C@@H:27]([CH2:30][OH:31])[C@H:26]([OH:32])[CH2:25]1)=[O:23])[C:15]1[CH:20]=[CH:19][CH:18]=[CH:17][CH:16]=1, predict the reaction product. The product is: [CH2:14]([O:21][C:22]([N:24]1[CH2:29][CH2:28][CH:27]([CH2:30][OH:31])[CH:26]([OH:32])[CH2:25]1)=[O:23])[C:15]1[CH:16]=[CH:17][CH:18]=[CH:19][CH:20]=1.